This data is from Full USPTO retrosynthesis dataset with 1.9M reactions from patents (1976-2016). The task is: Predict the reactants needed to synthesize the given product. (1) Given the product [CH2:20]([O:22][C:23]1[CH:24]=[C:25]([CH:28]=[C:29]([O:32][CH2:33][CH3:34])[C:30]=1[F:31])[CH2:26][N:17]1[CH2:18][CH2:19][CH:14]([NH:13][C:10]2[O:11][C:12]3[C:4]([N+:1]([O-:3])=[O:2])=[CH:5][CH:6]=[CH:7][C:8]=3[N:9]=2)[CH2:15][CH2:16]1)[CH3:21], predict the reactants needed to synthesize it. The reactants are: [N+:1]([C:4]1[C:12]2[O:11][C:10]([NH:13][CH:14]3[CH2:19][CH2:18][NH:17][CH2:16][CH2:15]3)=[N:9][C:8]=2[CH:7]=[CH:6][CH:5]=1)([O-:3])=[O:2].[CH2:20]([O:22][C:23]1[CH:24]=[C:25]([CH:28]=[C:29]([O:32][CH2:33][CH3:34])[C:30]=1[F:31])[CH:26]=O)[CH3:21].C([BH3-])#N.[Na+].C(N(C(C)C)C(C)C)C. (2) Given the product [CH3:14][C@H:12]1[CH2:13][C@H:8]([CH3:7])[CH2:9][N:10]([CH2:15][CH2:16][CH2:17][O:18][C:19]2[CH:24]=[CH:23][C:22]([C:25](=[O:27])[CH2:26][CH:3]=[O:4])=[CH:21][CH:20]=2)[CH2:11]1, predict the reactants needed to synthesize it. The reactants are: [H-].[Na+].[CH:3](OC)=[O:4].[CH3:7][C@H:8]1[CH2:13][C@H:12]([CH3:14])[CH2:11][N:10]([CH2:15][CH2:16][CH2:17][O:18][C:19]2[CH:24]=[CH:23][C:22]([C:25](=[O:27])[CH3:26])=[CH:21][CH:20]=2)[CH2:9]1.Cl. (3) Given the product [NH:21]([C:9]([O:11][CH2:12][C:13]1[CH:18]=[CH:17][CH:16]=[CH:15][CH:14]=1)=[O:10])[NH:20][C:19]([O:23][CH2:24][CH3:25])=[O:22], predict the reactants needed to synthesize it. The reactants are: C(N(CC)CC)C.Cl[C:9]([O:11][CH2:12][C:13]1[CH:18]=[CH:17][CH:16]=[CH:15][CH:14]=1)=[O:10].[C:19]([O:23][CH2:24][CH3:25])(=[O:22])[NH:20][NH2:21].